Dataset: Forward reaction prediction with 1.9M reactions from USPTO patents (1976-2016). Task: Predict the product of the given reaction. (1) Given the reactants [Br:1][C:2]1[CH:7]=[CH:6][C:5]([OH:8])=[C:4]([C:9]2[NH:10][C:11]3[C:16]([CH:17]=2)=[CH:15][CH:14]=[CH:13][CH:12]=3)[CH:3]=1.[F-].[Cs+].[N+](C1C=C(S(O[CH2:33][CH:34]2[CH2:36][O:35]2)(=O)=O)C=CC=1)([O-])=O, predict the reaction product. The product is: [Br:1][C:2]1[CH:7]=[CH:6][C:5]([O:8][CH2:33][CH:34]2[CH2:36][O:35]2)=[C:4]([C:9]2[NH:10][C:11]3[C:16]([CH:17]=2)=[CH:15][CH:14]=[CH:13][CH:12]=3)[CH:3]=1. (2) Given the reactants [O:1]=[CH:2][C@@H:3]([C@H:5]([C@@H:7]([C@@H:9]([CH2:11]O)[OH:10])[OH:8])[OH:6])[OH:4].C[NH:14]CC1C=CC=CC=1.C(O)(=O)C.CC(C)=O, predict the reaction product. The product is: [CH2:2]1[O:1][C@:9]([OH:10])([CH2:11][NH2:14])[C@@H:7]([OH:8])[C@H:5]([OH:6])[C@@H:3]1[OH:4]. (3) Given the reactants [CH3:1][O:2][C:3]([C:5]1[CH:10]=[CH:9][CH:8]=[C:7](Br)[N:6]=1)=[O:4].C(=O)([O-])[O-].[Cs+].[Cs+].[F:18][C:19]([F:31])([F:30])[O:20][C:21]1[CH:26]=[CH:25][C:24](B(O)O)=[CH:23][CH:22]=1, predict the reaction product. The product is: [CH3:1][O:2][C:3]([C:5]1[CH:10]=[CH:9][CH:8]=[C:7]([C:24]2[CH:23]=[CH:22][C:21]([O:20][C:19]([F:18])([F:30])[F:31])=[CH:26][CH:25]=2)[N:6]=1)=[O:4]. (4) Given the reactants [CH2:1]([O:3][C:4](=[O:37])[CH2:5][C:6]1[CH:7]=[C:8]([C:13]2[CH:18]=[CH:17][C:16]([C:19]([F:22])([F:21])[F:20])=[CH:15][C:14]=2[CH2:23][N:24]([CH2:35][CH3:36])[C:25]([NH:27][CH2:28][C:29]2[CH:34]=[CH:33][CH:32]=[CH:31][CH:30]=2)=[O:26])[C:9]([OH:12])=[CH:10][CH:11]=1)[CH3:2].C1C=CC(N([S:45]([C:48]([F:51])([F:50])[F:49])(=[O:47])=[O:46])[S:45]([C:48]([F:51])([F:50])[F:49])(=[O:47])=[O:46])=CC=1, predict the reaction product. The product is: [CH2:1]([O:3][C:4](=[O:37])[CH2:5][C:6]1[CH:7]=[C:8]([C:13]2[CH:18]=[CH:17][C:16]([C:19]([F:21])([F:22])[F:20])=[CH:15][C:14]=2[CH2:23][N:24]([CH2:35][CH3:36])[C:25]([NH:27][CH2:28][C:29]2[CH:30]=[CH:31][CH:32]=[CH:33][CH:34]=2)=[O:26])[C:9]([O:12][S:45]([C:48]([F:51])([F:50])[F:49])(=[O:47])=[O:46])=[CH:10][CH:11]=1)[CH3:2]. (5) Given the reactants [NH2:1][C:2]1[C:3](=[O:9])[N:4]([CH3:8])[N:5]=[CH:6][CH:7]=1.[F:10][C:11]([F:26])([F:25])[C:12]1[CH:13]=[C:14]([CH:22]=[CH:23][CH:24]=1)[O:15][CH:16]1[CH2:21][CH2:20][NH:19][CH2:18][CH2:17]1.Cl.FC(F)(F)C1C=CC=C[C:31]=1[O:32]C1CCNCC1, predict the reaction product. The product is: [CH3:8][N:4]1[C:3](=[O:9])[C:2]([NH:1][C:31]([N:19]2[CH2:18][CH2:17][CH:16]([O:15][C:14]3[CH:13]=[C:12]([C:11]([F:10])([F:25])[F:26])[CH:24]=[CH:23][CH:22]=3)[CH2:21][CH2:20]2)=[O:32])=[CH:7][CH:6]=[N:5]1. (6) Given the reactants [Si]([O:8][CH:9]1[CH2:14][CH2:13][CH:12]([N:15]2[C:19]3[CH:20]=[CH:21][C:22]([C:24]([NH:26][CH:27]4[CH2:31][CH2:30][CH2:29][CH2:28]4)=[O:25])=[CH:23][C:18]=3[N:17]=[C:16]2[NH:32][C:33]2[C:41]3[C:36](=[CH:37][CH:38]=[C:39]([C:42]4[CH:47]=[CH:46][CH:45]=[CH:44][C:43]=4[O:48][CH3:49])[CH:40]=3)[N:35](COCC[Si](C)(C)C)[N:34]=2)[CH2:11][CH2:10]1)(C(C)(C)C)(C)C.Cl, predict the reaction product. The product is: [CH3:49][O:48][C:43]1[CH:44]=[CH:45][CH:46]=[CH:47][C:42]=1[C:39]1[CH:40]=[C:41]2[C:36](=[CH:37][CH:38]=1)[NH:35][N:34]=[C:33]2[NH:32][C:16]1[N:15]([C@H:12]2[CH2:11][CH2:10][C@H:9]([OH:8])[CH2:14][CH2:13]2)[C:19]2[CH:20]=[CH:21][C:22]([C:24]([NH:26][CH:27]3[CH2:31][CH2:30][CH2:29][CH2:28]3)=[O:25])=[CH:23][C:18]=2[N:17]=1. (7) Given the reactants Cl[C:2]1[C:7]([Cl:8])=[CH:6][C:5]([O:9][CH2:10][CH2:11][O:12][CH3:13])=[CH:4][N:3]=1.CC(C)([O-])C.[K+].[CH3:20][N:21]1[CH:25]=[CH:24][C:23]([NH:26][C:27]2[C:36]3[C:31](=[CH:32][CH:33]=[C:34]([OH:37])[CH:35]=3)[N:30]=[CH:29][N:28]=2)=[N:22]1.O.[Cl-].[Na+], predict the reaction product. The product is: [Cl:8][C:7]1[C:2]([O:37][C:34]2[CH:35]=[C:36]3[C:31](=[CH:32][CH:33]=2)[N:30]=[CH:29][N:28]=[C:27]3[NH:26][C:23]2[CH:24]=[CH:25][N:21]([CH3:20])[N:22]=2)=[N:3][CH:4]=[C:5]([O:9][CH2:10][CH2:11][O:12][CH3:13])[CH:6]=1.